Dataset: Full USPTO retrosynthesis dataset with 1.9M reactions from patents (1976-2016). Task: Predict the reactants needed to synthesize the given product. Given the product [C:22]([CH2:21][CH2:20][C:19]([C:16]1[CH:17]=[CH:18][C:13]([C:12]([NH:11][C:9]2[N:10]=[C:5]3[CH:4]=[CH:3][C:2]([N:27]4[CH:31]=[CH:30][N:29]=[CH:28]4)=[CH:7][N:6]3[CH:8]=2)=[O:26])=[CH:14][CH:15]=1)([CH3:25])[CH3:24])#[N:23], predict the reactants needed to synthesize it. The reactants are: I[C:2]1[CH:3]=[CH:4][C:5]2[N:6]([CH:8]=[C:9]([NH:11][C:12](=[O:26])[C:13]3[CH:18]=[CH:17][C:16]([C:19]([CH3:25])([CH3:24])[CH2:20][CH2:21][C:22]#[N:23])=[CH:15][CH:14]=3)[N:10]=2)[CH:7]=1.[NH:27]1[CH:31]=[CH:30][N:29]=[CH:28]1.C(=O)([O-])[O-].[K+].[K+].